Dataset: Catalyst prediction with 721,799 reactions and 888 catalyst types from USPTO. Task: Predict which catalyst facilitates the given reaction. Reactant: [F:1][CH:2]([C:4]1[N:13]=[C:12]2[C:7]([CH:8]=[C:9]([C:18]([O:20]CC)=[O:19])[C:10]([C:14]([F:17])([F:16])[F:15])=[N:11]2)=[CH:6][CH:5]=1)[CH3:3].O.[OH-].[Li+].Cl. Product: [F:1][CH:2]([C:4]1[N:13]=[C:12]2[C:7]([CH:8]=[C:9]([C:18]([OH:20])=[O:19])[C:10]([C:14]([F:17])([F:16])[F:15])=[N:11]2)=[CH:6][CH:5]=1)[CH3:3]. The catalyst class is: 40.